From a dataset of Catalyst prediction with 721,799 reactions and 888 catalyst types from USPTO. Predict which catalyst facilitates the given reaction. (1) Reactant: [Br:1][C:2]1[CH:10]=[CH:9][C:5]([C:6](Cl)=O)=[CH:4][CH:3]=1.[NH2:11][C:12]1[CH:17]=[CH:16][CH:15]=[CH:14][C:13]=1[SH:18].C[Si](Cl)(C)C. Product: [Br:1][C:2]1[CH:10]=[CH:9][C:5]([C:6]2[S:18][C:13]3[CH:14]=[CH:15][CH:16]=[CH:17][C:12]=3[N:11]=2)=[CH:4][CH:3]=1. The catalyst class is: 3. (2) Reactant: [Cl:1][C:2]1[CH:3]=[C:4]([CH:6]=[CH:7][C:8]=1[CH3:9])[NH2:5].C([O:17][CH2:18][CH3:19])(OCC)OCC.[N+:20]([CH2:23]C(OCC)=O)([O-])=O.[C:29](O)(=O)C. Product: [Cl:1][C:2]1[CH:3]=[C:4]([N:5]2[CH:29]=[C:19]([CH2:18][OH:17])[N:20]=[CH:23]2)[CH:6]=[CH:7][C:8]=1[CH3:9]. The catalyst class is: 292. (3) The catalyst class is: 10. Product: [OH:40][CH2:41][C:42]([CH2:46][OH:47])([CH2:44][OH:45])[NH2:43].[Cl:1][C:2]1[CH:11]=[C:10]2[C:5]([C:6]([C:28]3[CH:29]=[C:30](/[CH:34]=[CH:35]/[C:36]([OH:38])=[O:37])[CH:31]=[CH:32][CH:33]=3)=[C:7]([CH2:13][C:14]([NH:16][C:17]3[CH:22]=[CH:21][C:20]([F:23])=[CH:19][C:18]=3[C:24]([F:25])([F:27])[F:26])=[O:15])[C:8](=[O:12])[O:9]2)=[CH:4][C:3]=1[CH3:39]. Reactant: [Cl:1][C:2]1[CH:11]=[C:10]2[C:5]([C:6]([C:28]3[CH:29]=[C:30](/[CH:34]=[CH:35]/[C:36]([OH:38])=[O:37])[CH:31]=[CH:32][CH:33]=3)=[C:7]([CH2:13][C:14]([NH:16][C:17]3[CH:22]=[CH:21][C:20]([F:23])=[CH:19][C:18]=3[C:24]([F:27])([F:26])[F:25])=[O:15])[C:8](=[O:12])[O:9]2)=[CH:4][C:3]=1[CH3:39].[OH:40][CH2:41][C:42]([CH2:46][OH:47])([CH2:44][OH:45])[NH2:43].C(O)C. (4) Reactant: [NH2:1][C:2]1[CH:3]=[CH:4][C:5]([O:12][CH:13]([C:20]2[CH:25]=[CH:24][C:23]([C:26]([F:29])([F:28])[F:27])=[CH:22][CH:21]=2)[C:14]2[CH:19]=[CH:18][CH:17]=[CH:16][CH:15]=2)=[C:6]([CH:11]=1)[C:7]([O:9][CH3:10])=[O:8].[CH3:30][O:31][C:32]1[CH:33]=[C:34]([N:40]=[C:41]=[O:42])[CH:35]=[CH:36][C:37]=1[O:38][CH3:39]. Product: [CH3:30][O:31][C:32]1[CH:33]=[C:34]([NH:40][C:41]([NH:1][C:2]2[CH:3]=[CH:4][C:5]([O:12][CH:13]([C:20]3[CH:21]=[CH:22][C:23]([C:26]([F:27])([F:28])[F:29])=[CH:24][CH:25]=3)[C:14]3[CH:19]=[CH:18][CH:17]=[CH:16][CH:15]=3)=[C:6]([CH:11]=2)[C:7]([O:9][CH3:10])=[O:8])=[O:42])[CH:35]=[CH:36][C:37]=1[O:38][CH3:39]. The catalyst class is: 1. (5) Reactant: [CH3:1][CH:2]([N:4]1[C:8]([C:9]([O:11]C(C)(C)C)=[O:10])=[CH:7][C:6]([CH2:16][N:17]2[CH2:22][CH2:21][O:20][CH2:19][CH2:18]2)=[N:5]1)[CH3:3].Cl. Product: [CH3:3][CH:2]([N:4]1[C:8]([C:9]([OH:11])=[O:10])=[CH:7][C:6]([CH2:16][N:17]2[CH2:18][CH2:19][O:20][CH2:21][CH2:22]2)=[N:5]1)[CH3:1]. The catalyst class is: 38. (6) Reactant: C([O-])([O-])=O.[K+].[K+].[CH2:7]([CH:11]1[CH2:16][CH2:15][NH:14][CH2:13][CH2:12]1)[CH2:8][CH2:9][CH3:10].Cl[CH2:18][CH2:19][CH2:20][N:21]1[C:30]2[C:25](=[CH:26][CH:27]=[CH:28][CH:29]=2)[CH2:24][CH2:23][C:22]1=[O:31]. Product: [CH2:7]([CH:11]1[CH2:16][CH2:15][N:14]([CH2:18][CH2:19][CH2:20][N:21]2[C:30]3[C:25](=[CH:26][CH:27]=[CH:28][CH:29]=3)[CH2:24][CH2:23][C:22]2=[O:31])[CH2:13][CH2:12]1)[CH2:8][CH2:9][CH3:10]. The catalyst class is: 10. (7) Reactant: I[C:2]1[NH:11][C:5]2=[N:6][CH:7]=[C:8]([Cl:10])[CH:9]=[C:4]2[C:3]=1[C:12]1[CH:13]=[N:14][CH:15]=[N:16][CH:17]=1.[Cl:18][C:19]1[CH:24]=[CH:23][C:22](B(O)O)=[CH:21][N:20]=1.C(=O)([O-])[O-].[K+].[K+]. Product: [Cl:10][C:8]1[CH:9]=[C:4]2[C:3]([C:12]3[CH:13]=[N:14][CH:15]=[N:16][CH:17]=3)=[C:2]([C:22]3[CH:21]=[N:20][C:19]([Cl:18])=[CH:24][CH:23]=3)[NH:11][C:5]2=[N:6][CH:7]=1. The catalyst class is: 75. (8) Reactant: Br[C:2]1[C:10]2[C:9]([Cl:11])=[N:8][C:7]([Cl:12])=[N:6][C:5]=2[NH:4][CH:3]=1.[Li][CH2:14]CCC.CI. Product: [Cl:12][C:7]1[N:8]=[C:9]([Cl:11])[C:10]2[C:2]([CH3:14])=[CH:3][NH:4][C:5]=2[N:6]=1. The catalyst class is: 1. (9) Product: [CH2:22]([O:26][C:27]([N:29]([CH3:3])[S:30]([NH:33][CH2:34][C:35]([O:37][CH2:38][CH3:39])=[O:36])(=[O:31])=[O:32])=[O:28])[CH2:23][CH2:24][CH3:25]. Reactant: CO.[C:3]1(P(C2C=CC=CC=2)C2C=CC=CC=2)C=CC=CC=1.[CH2:22]([O:26][C:27]([NH:29][S:30]([NH:33][CH2:34][C:35]([O:37][CH2:38][CH3:39])=[O:36])(=[O:32])=[O:31])=[O:28])[CH2:23][CH2:24][CH3:25].CC(OC(/N=N/C(OC(C)C)=O)=O)C. The catalyst class is: 1. (10) Product: [F:13][C:14]1[C:15]([B:28]([OH:33])[OH:29])=[CH:16][C:17]([CH:20]([N:22]2[CH2:27][CH2:26][O:25][CH2:24][CH2:23]2)[CH3:21])=[CH:18][N:19]=1. Reactant: C(NC(C)C)(C)C.C([Li])CCC.[F:13][C:14]1[N:19]=[CH:18][C:17]([CH:20]([N:22]2[CH2:27][CH2:26][O:25][CH2:24][CH2:23]2)[CH3:21])=[CH:16][CH:15]=1.[B:28](OC(C)C)([O:33]C(C)C)[O:29]C(C)C. The catalyst class is: 7.